From a dataset of Forward reaction prediction with 1.9M reactions from USPTO patents (1976-2016). Predict the product of the given reaction. (1) The product is: [C:14]([C:11]1[CH:12]=[CH:13][C:8]([C:5]2([NH:4][CH2:1][CH2:2][CH3:3])[CH2:6][CH2:7]2)=[CH:9][CH:10]=1)#[CH:15]. Given the reactants [CH2:1]([NH:4][C:5]1([C:8]2[CH:13]=[CH:12][C:11]([C:14]#[C:15][Si](C)(C)C)=[CH:10][CH:9]=2)[CH2:7][CH2:6]1)[CH2:2][CH3:3].C(=O)([O-])[O-].[K+].[K+], predict the reaction product. (2) Given the reactants Br[C:2]1[CH:7]=[CH:6][C:5]([NH:8][S:9]([C:12]2[N:13]([CH3:23])[C:14]3[C:19]([C:20]=2[CH3:21])=[CH:18][C:17]([F:22])=[CH:16][CH:15]=3)(=[O:11])=[O:10])=[C:4]([C:24]([F:27])([F:26])[F:25])[CH:3]=1.[N:28]1[CH:33]=[CH:32][C:31](B(O)O)=[CH:30][CH:29]=1, predict the reaction product. The product is: [N:28]1[CH:33]=[CH:32][C:31]([C:2]2[CH:7]=[CH:6][C:5]([NH:8][S:9]([C:12]3[N:13]([CH3:23])[C:14]4[C:19]([C:20]=3[CH3:21])=[CH:18][C:17]([F:22])=[CH:16][CH:15]=4)(=[O:11])=[O:10])=[C:4]([C:24]([F:25])([F:27])[F:26])[CH:3]=2)=[CH:30][CH:29]=1. (3) Given the reactants [F:1][C:2]([F:30])([F:29])[C:3]1[CH:4]=[C:5]([C:9]2[CH:10]=[C:11]([CH:25]=[CH:26][C:27]=2[OH:28])[CH2:12][N:13]([CH3:24])[S:14]([C:17]2[CH:22]=[CH:21][C:20]([F:23])=[CH:19][CH:18]=2)(=[O:16])=[O:15])[CH:6]=[CH:7][CH:8]=1.[CH2:31]([O:38][C:39](=[O:43])[C@@H:40](O)[CH3:41])[C:32]1[CH:37]=[CH:36][CH:35]=[CH:34][CH:33]=1.N(C(OCC)=O)=NC(OCC)=O.C1(P(C2C=CC=CC=2)C2C=CC=CC=2)C=CC=CC=1, predict the reaction product. The product is: [CH2:31]([O:38][C:39](=[O:43])[C@H:40]([O:28][C:27]1[CH:26]=[CH:25][C:11]([CH2:12][N:13]([CH3:24])[S:14]([C:17]2[CH:22]=[CH:21][C:20]([F:23])=[CH:19][CH:18]=2)(=[O:16])=[O:15])=[CH:10][C:9]=1[C:5]1[CH:6]=[CH:7][CH:8]=[C:3]([C:2]([F:1])([F:29])[F:30])[CH:4]=1)[CH3:41])[C:32]1[CH:37]=[CH:36][CH:35]=[CH:34][CH:33]=1. (4) Given the reactants [N+:1]([O-:4])([O-])=[O:2].[K+].[NH2:6][C:7]1[C:12]([C:13]#[N:14])=[C:11]([CH3:15])[C:10]([Br:16])=[C:9]([F:17])[CH:8]=1, predict the reaction product. The product is: [NH2:6][C:7]1[C:8]([N+:1]([O-:4])=[O:2])=[C:9]([F:17])[C:10]([Br:16])=[C:11]([CH3:15])[C:12]=1[C:13]#[N:14]. (5) Given the reactants [Br:1][C:2]1[C:3]([O:19][CH3:20])=[C:4]([C:9]([CH2:12][S:13]([CH2:16][CH2:17]O)(=[O:15])=[O:14])=[CH:10][CH:11]=1)[C:5]([O:7][CH3:8])=[O:6].CS(Cl)(=O)=O.C(N(CC)CC)C, predict the reaction product. The product is: [Br:1][C:2]1[C:3]([O:19][CH3:20])=[C:4]([C:9]([CH2:12][S:13]([CH:16]=[CH2:17])(=[O:15])=[O:14])=[CH:10][CH:11]=1)[C:5]([O:7][CH3:8])=[O:6]. (6) Given the reactants [H-].[Al+3].[Li+].[H-].[H-].[H-].[CH:7]1([C:13]2[N:17]([CH3:18])[N:16]=[C:15]([C:19]3[CH:26]=[CH:25][C:22]([C:23]#[N:24])=[CH:21][CH:20]=3)[N:14]=2)[CH2:12][CH2:11][CH2:10][CH2:9][CH2:8]1.O.[OH-].[Na+], predict the reaction product. The product is: [CH:7]1([C:13]2[N:17]([CH3:18])[N:16]=[C:15]([C:19]3[CH:26]=[CH:25][C:22]([CH2:23][NH2:24])=[CH:21][CH:20]=3)[N:14]=2)[CH2:8][CH2:9][CH2:10][CH2:11][CH2:12]1. (7) Given the reactants [CH2:1]([C:4]1[C:13]2[O:12][CH2:11][C:10]3=[C:14]([C:17]([O:19]CC)=[O:18])[N:15]=[CH:16][N:9]3[C:8]=2[CH:7]=[CH:6][CH:5]=1)[CH:2]=[CH2:3].CO.[OH-].[Na+], predict the reaction product. The product is: [CH2:1]([C:4]1[C:13]2[O:12][CH2:11][C:10]3=[C:14]([C:17]([OH:19])=[O:18])[N:15]=[CH:16][N:9]3[C:8]=2[CH:7]=[CH:6][CH:5]=1)[CH:2]=[CH2:3].